From a dataset of Full USPTO retrosynthesis dataset with 1.9M reactions from patents (1976-2016). Predict the reactants needed to synthesize the given product. (1) Given the product [Cl:41][C:39]1[CH:38]=[C:33]([CH:32]=[C:31]([N:28]2[CH2:27][CH2:26][CH:25]([NH:24][C:9]([C:3]3[NH:4][C:5]([CH3:8])=[C:6]([Cl:7])[C:2]=3[Cl:1])=[O:10])[CH2:30][CH2:29]2)[N:40]=1)[C:34]([O:36][CH3:37])=[O:35], predict the reactants needed to synthesize it. The reactants are: [Cl:1][C:2]1[C:6]([Cl:7])=[C:5]([CH3:8])[NH:4][C:3]=1[C:9](NC1CCN(C2SC=CN=2)CC1)=[O:10].Cl.[NH2:24][CH:25]1[CH2:30][CH2:29][N:28]([C:31]2[CH:32]=[C:33]([CH:38]=[C:39]([Cl:41])[N:40]=2)[C:34]([O:36][CH3:37])=[O:35])[CH2:27][CH2:26]1. (2) The reactants are: [CH2:1]1[CH2:10][O:9][C:8]2[CH:7]=[CH:6][C:5]([NH:11]C3C(F)=CN=C(NC4C=CC=C(O)C=4)N=3)=[CH:4][C:3]=2[O:2]1.[Br:27][C:28]1[C:29]([NH:35][C:36]2[CH:41]=[CH:40][CH:39]=[C:38]([OH:42])[CH:37]=2)=[N:30][C:31](Cl)=[N:32][CH:33]=1.C1COC2C=CC(N)=CC=2O1. Given the product [Br:27][C:28]1[C:29]([NH:35][C:36]2[CH:41]=[CH:40][CH:39]=[C:38]([OH:42])[CH:37]=2)=[N:30][C:31]([NH:11][C:5]2[CH:6]=[CH:7][C:8]3[O:9][CH2:10][CH2:1][O:2][C:3]=3[CH:4]=2)=[N:32][CH:33]=1, predict the reactants needed to synthesize it. (3) Given the product [I:17][C@@H:5]1[C@H:6]2[O:9][C:8](=[O:10])[C@H:2]3[CH2:3][C@@H:4]1[CH2:7][C@@H:1]23, predict the reactants needed to synthesize it. The reactants are: [C@H:1]12[CH2:7][C@H:4]([CH:5]=[CH:6]1)[CH2:3][C@@H:2]2[C:8]([OH:10])=[O:9].C([O-])([O-])=O.[Na+].[Na+].[I:17]I.[O-]S([O-])(=S)=O.[Na+].[Na+].